Dataset: Forward reaction prediction with 1.9M reactions from USPTO patents (1976-2016). Task: Predict the product of the given reaction. (1) Given the reactants [F:1][C:2]([F:16])([F:15])[C:3]([C:5]1[CH:6]=[C:7]([C:11]2([NH2:14])[CH2:13][CH2:12]2)[CH:8]=[CH:9][CH:10]=1)=[CH2:4].[F:17][C:18]1[CH:19]=[C:20]([CH2:25][CH:26]([NH:30][C:31](=[O:37])[O:32][C:33]([CH3:36])([CH3:35])[CH3:34])[CH:27]2[CH2:29][O:28]2)[CH:21]=[C:22]([F:24])[CH:23]=1, predict the reaction product. The product is: [F:17][C:18]1[CH:19]=[C:20]([CH2:25][CH:26]([NH:30][C:31](=[O:37])[O:32][C:33]([CH3:36])([CH3:35])[CH3:34])[CH:27]([OH:28])[CH2:29][NH:14][C:11]2([C:7]3[CH:8]=[CH:9][CH:10]=[C:5]([C:3]([C:2]([F:15])([F:16])[F:1])=[CH2:4])[CH:6]=3)[CH2:13][CH2:12]2)[CH:21]=[C:22]([F:24])[CH:23]=1. (2) Given the reactants [CH2:1]([CH:3]([C:6]1[C:10]([C:11]([O:13][CH2:14][CH3:15])=[O:12])=[CH:9][NH:8][N:7]=1)[CH2:4][CH3:5])[CH3:2].Cl[C:17]1[CH:22]=[CH:21][C:20]([C:23]([F:26])([F:25])[F:24])=[CH:19][N:18]=1.C(=O)([O-])[O-].[K+].[K+].Cl, predict the reaction product. The product is: [CH2:1]([CH:3]([C:6]1[C:10]([C:11]([O:13][CH2:14][CH3:15])=[O:12])=[CH:9][N:8]([C:17]2[CH:22]=[CH:21][C:20]([C:23]([F:26])([F:25])[F:24])=[CH:19][N:18]=2)[N:7]=1)[CH2:4][CH3:5])[CH3:2]. (3) Given the reactants [C:1]([C:3]1[CH:4]=[C:5]([CH:20]=[CH:21][CH:22]=1)[CH2:6][CH:7]1[CH2:12][CH2:11][N:10](C(OC(C)(C)C)=O)[CH2:9][CH2:8]1)#[N:2].FC(F)(F)S(OS(C(F)(F)F)(=O)=O)(=O)=[O:26].C(=O)(O)[O-].[Na+].[Cl:43]CCl, predict the reaction product. The product is: [ClH:43].[NH:10]1[CH2:11][CH2:12][CH:7]([CH2:6][C:5]2[CH:4]=[C:3]([CH:22]=[CH:21][CH:20]=2)[C:1]([NH2:2])=[O:26])[CH2:8][CH2:9]1. (4) Given the reactants [NH:1]1[CH2:6][CH2:5][CH2:4][C@H:3]([O:7][C:8]2[CH:15]=[CH:14][CH:13]=[CH:12][C:9]=2[C:10]#N)[CH2:2]1.[C:16](O[C:16]([O:18][C:19]([CH3:22])([CH3:21])[CH3:20])=[O:17])([O:18][C:19]([CH3:22])([CH3:21])[CH3:20])=[O:17].[OH2:31].[OH-:32].[Na+], predict the reaction product. The product is: [C:19]([O:18][C:16]([N:1]1[CH2:6][CH2:5][CH2:4][C@H:3]([O:7][C:8]2[CH:15]=[CH:14][CH:13]=[CH:12][C:9]=2[C:10]([OH:32])=[O:31])[CH2:2]1)=[O:17])([CH3:22])([CH3:21])[CH3:20]. (5) Given the reactants [Cl:1][C:2]1[C:11]2[C:6](=[CH:7][C:8]([O:20][CH3:21])=[CH:9][C:10]=2[O:12][CH:13]2[CH2:18][CH2:17][N:16]([CH3:19])[CH2:15][CH2:14]2)[N:5]=[CH:4][C:3]=1[C:22]#[N:23].[CH3:24][O:25][CH2:26][C:27]#[C:28][C:29]1[CH:35]=[CH:34][C:32]([NH2:33])=[C:31]2[O:36][CH2:37][O:38][C:30]=12.[ClH:39].C1(N)C(F)=C(F)C(F)=C(N)C=1F.Cl.Cl.C(#N)C, predict the reaction product. The product is: [ClH:1].[ClH:39].[C:22]([C:3]1[CH:4]=[N:5][C:6]2[C:11]([C:2]=1[NH:33][C:32]1[CH:34]=[CH:35][C:29]([C:28]#[C:27][CH2:26][O:25][CH3:24])=[C:30]3[O:38][CH2:37][O:36][C:31]=13)=[C:10]([O:12][CH:13]1[CH2:18][CH2:17][N:16]([CH3:19])[CH2:15][CH2:14]1)[CH:9]=[C:8]([O:20][CH3:21])[CH:7]=2)#[N:23]. (6) The product is: [NH2:37][C:18]1[C:17]2[N:26]=[C:14]([CH2:13][Cl:12])[N:15]([CH2:27][CH2:28][CH2:29][NH:30][C:31](=[O:35])[CH:32]([CH3:33])[CH3:34])[C:16]=2[C:25]2[N:24]=[CH:23][CH:22]=[CH:21][C:20]=2[N:19]=1. Given the reactants C1C=C(Cl)C=C(C(OO)=O)C=1.[Cl:12][CH2:13][C:14]1[N:15]([CH2:27][CH2:28][CH2:29][NH:30][C:31](=[O:35])[CH:32]([CH3:34])[CH3:33])[C:16]2[C:25]3[N:24]=[CH:23][CH:22]=[CH:21][C:20]=3[N:19]=[CH:18][C:17]=2[N:26]=1.[OH-].[NH4+:37].C1(C)C=CC(S(Cl)(=O)=O)=CC=1, predict the reaction product.